This data is from Reaction yield outcomes from USPTO patents with 853,638 reactions. The task is: Predict the reaction yield, written as a fraction of the theoretical maximum amount of product (1.0 means a 100% yield; for example, 0.34 means a 34% yield). The reactants are CC(C1C=C(C(C)C)C=C(C(C)C)C=1S([O:19][CH:20]([C:27]1(O)[CH2:30][N:29]([C:31]([C:33]2[CH:38]=[CH:37][C:36]([F:39])=[C:35]([F:40])[C:34]=2[NH:41][C:42]2[CH:47]=[CH:46][C:45]([I:48])=[CH:44][C:43]=2[F:49])=[O:32])[CH2:28]1)[CH2:21][CH:22]1[O:26][CH2:25][CH2:24][O:23]1)(=O)=O)C.[H-].[Na+].C(OCC)(=O)C. The catalyst is O1CCCC1. The product is [O:26]1[CH2:25][CH2:24][O:23][CH:22]1[CH2:21][CH:20]1[C:27]2([CH2:30][N:29]([C:31]([C:33]3[C:34]([NH:41][C:42]4[CH:47]=[CH:46][C:45]([I:48])=[CH:44][C:43]=4[F:49])=[C:35]([F:40])[C:36]([F:39])=[CH:37][CH:38]=3)=[O:32])[CH2:28]2)[O:19]1. The yield is 0.940.